This data is from hERG potassium channel inhibition data for cardiac toxicity prediction from Karim et al.. The task is: Regression/Classification. Given a drug SMILES string, predict its toxicity properties. Task type varies by dataset: regression for continuous values (e.g., LD50, hERG inhibition percentage) or binary classification for toxic/non-toxic outcomes (e.g., AMES mutagenicity, cardiotoxicity, hepatotoxicity). Dataset: herg_karim. (1) The molecule is CCN(CC)CCNC(=O)c1c(C)[nH]c(C=C2C(=O)Nc3ccc(F)cc32)c1C. The result is 0 (non-blocker). (2) The drug is C[N+]1CC[N+](CCCN2c3ccccc3Sc3ccc(Cl)cc32)CC1. The result is 0 (non-blocker). (3) The molecule is C[C@@H]1CCCN1CCc1ccc(-c2ccc(S(=O)(=O)NC3CCC3)cc2)cc1. The result is 1 (blocker). (4) The drug is O=C(NC1CCN(Cc2ccc3c(c2)OCO3)CC1)c1cc(=O)c2cc(F)c(F)cc2o1. The result is 1 (blocker). (5) The compound is C[C@H]1CN(C(=O)[C@H]2CN(C(C)(C)C)C[C@@H]2c2ccc(F)cc2F)C[C@@H](C)[C@]1(O)c1ccccn1. The result is 1 (blocker). (6) The compound is CCOC(=O)C1=C(CN2CCOCC2)NC(c2ncc(OC)s2)=NC1c1ccc(F)cc1Br. The result is 1 (blocker).